Dataset: Forward reaction prediction with 1.9M reactions from USPTO patents (1976-2016). Task: Predict the product of the given reaction. (1) Given the reactants [F:1][C:2]1[CH:32]=[CH:31][C:5]([CH2:6][NH:7][C:8]([C:10]2[N:11]=[C:12]3[N:17]([C:18](=[O:28])[C:19]=2[O:20][CH2:21][C:22]2[CH:27]=[CH:26][CH:25]=[CH:24][CH:23]=2)[CH2:16][CH2:15][O:14][C:13]3([CH3:30])[CH3:29])=[O:9])=[C:4]([N:33]2[C:37](=[O:38])[CH2:36][CH2:35][C@@H:34]2[CH2:39][OH:40])[CH:3]=1.C(N(CC)CC)C.[CH3:48][S:49](Cl)(=[O:51])=[O:50].O, predict the reaction product. The product is: [CH3:48][S:49]([O:40][CH2:39][C@H:34]1[CH2:35][CH2:36][C:37](=[O:38])[N:33]1[C:4]1[CH:3]=[C:2]([F:1])[CH:32]=[CH:31][C:5]=1[CH2:6][NH:7][C:8]([C:10]1[N:11]=[C:12]2[N:17]([C:18](=[O:28])[C:19]=1[O:20][CH2:21][C:22]1[CH:27]=[CH:26][CH:25]=[CH:24][CH:23]=1)[CH2:16][CH2:15][O:14][C:13]2([CH3:30])[CH3:29])=[O:9])(=[O:51])=[O:50]. (2) Given the reactants [O:1]=[C:2]1[CH:11]([N:12]2[CH2:17][CH2:16][N:15](C(OC(C)(C)C)=O)[CH2:14][CH2:13]2)[CH2:10][C:9]2[C:4](=[CH:5][CH:6]=[CH:7][CH:8]=2)[NH:3]1.N1CCC(C2CC3C(=CC=CC=3)NC2=O)CC1, predict the reaction product. The product is: [N:12]1([CH:11]2[CH2:10][C:9]3[C:4](=[CH:5][CH:6]=[CH:7][CH:8]=3)[NH:3][C:2]2=[O:1])[CH2:13][CH2:14][NH:15][CH2:16][CH2:17]1. (3) Given the reactants [CH2:1]([C:3]1[CH:4]=[N:5][C:6]([N:9]2[CH2:14][CH2:13][CH:12]([OH:15])[CH2:11][CH2:10]2)=[N:7][CH:8]=1)[CH3:2].[CH3:16][S:17](N1CCC2C(=CC=C([N+]([O-])=O)C=2)C1)(=[O:19])=[O:18], predict the reaction product. The product is: [CH3:16][S:17]([O:15][CH:12]1[CH2:11][CH2:10][N:9]([C:6]2[N:7]=[CH:8][C:3]([CH2:1][CH3:2])=[CH:4][N:5]=2)[CH2:14][CH2:13]1)(=[O:19])=[O:18]. (4) Given the reactants [CH2:1]1[O:11][C:10]2[C:3](=[C:4]([CH:7]=[CH:8][CH:9]=2)[CH:5]=O)[O:2]1.ClC1C=[C:15](C=CC=1)[CH:16]=[O:17].[CH3:21][Si:22](N[Si:22]([CH3:24])([CH3:23])[CH3:21])([CH3:24])[CH3:23].C([Li])CCC.C[Si](Cl)(C)C.C([N:42](CC)CC)C.C(Cl)(=O)C, predict the reaction product. The product is: [O:11]1[C:10]2[CH:9]=[CH:8][CH:7]=[C:4]([CH:5]=[N:42][C:16]([O:15][Si:22]([CH3:24])([CH3:23])[CH3:21])=[CH2:17])[C:3]=2[O:2][CH2:1]1. (5) Given the reactants [C:1]([C:5]1[CH:10]=[C:9]([SH:11])[CH:8]=[C:7]([C:12]([CH3:15])([CH3:14])[CH3:13])[C:6]=1[OH:16])([CH3:4])([CH3:3])[CH3:2].[C:17]1(=O)[CH2:21][CH2:20][CH2:19][CH2:18]1.Cl, predict the reaction product. The product is: [C:1]([C:5]1[CH:10]=[C:9]([S:11][C:17]2([S:11][C:9]3[CH:8]=[C:7]([C:12]([CH3:13])([CH3:14])[CH3:15])[C:6]([OH:16])=[C:5]([C:1]([CH3:4])([CH3:3])[CH3:2])[CH:10]=3)[CH2:21][CH2:20][CH2:19][CH2:18]2)[CH:8]=[C:7]([C:12]([CH3:15])([CH3:14])[CH3:13])[C:6]=1[OH:16])([CH3:4])([CH3:3])[CH3:2]. (6) Given the reactants C(OC(=O)[NH:7][C:8]1[CH:13]=[CH:12][C:11]([F:14])=[CH:10][C:9]=1[NH2:15])(C)(C)C.CCN(C(C)C)C(C)C.Cl[C:27]([O:29][CH2:30][CH:31]=[CH2:32])=[O:28], predict the reaction product. The product is: [CH2:30]([O:29][C:27](=[O:28])[NH:15][C:9]1[CH:10]=[C:11]([F:14])[CH:12]=[CH:13][C:8]=1[NH2:7])[CH:31]=[CH2:32].